Dataset: Full USPTO retrosynthesis dataset with 1.9M reactions from patents (1976-2016). Task: Predict the reactants needed to synthesize the given product. Given the product [N:6]1[NH:5][N:4]=[N:3][C:7]=1[C:8]1[CH:13]=[CH:12][C:11]2[NH:14][C:16](=[S:17])[NH:15][C:10]=2[CH:9]=1, predict the reactants needed to synthesize it. The reactants are: Cl.Cl.[N:3]1[NH:4][N:5]=[N:6][C:7]=1[C:8]1[CH:9]=[C:10]([NH2:15])[C:11]([NH2:14])=[CH:12][CH:13]=1.[C:16](C1NC=CN=1)(C1NC=CN=1)=[S:17].